This data is from Reaction yield outcomes from USPTO patents with 853,638 reactions. The task is: Predict the reaction yield, written as a fraction of the theoretical maximum amount of product (1.0 means a 100% yield; for example, 0.34 means a 34% yield). (1) The reactants are [Br:1][C:2]1[N:7]=[C:6]([NH2:8])[CH:5]=[CH:4][CH:3]=1.C(=O)(O)[O-].[Na+].O.[C:15](Cl)(Cl)=[S:16]. The catalyst is C(Cl)(Cl)Cl. The product is [Br:1][C:2]1[CH:3]=[CH:4][CH:5]=[C:6]([N:8]=[C:15]=[S:16])[N:7]=1. The yield is 0.890. (2) The reactants are Br[C:2]1[C:11]2[C:6](=[CH:7][CH:8]=[C:9]([O:12][CH3:13])[CH:10]=2)[C:5](=[O:14])[N:4]([C:15]2[CH:20]=[CH:19][C:18]([O:21][CH3:22])=[CH:17][CH:16]=2)[CH:3]=1.C(=O)([O-])[O-].[K+].[K+].[C:29]1(B(O)O)[CH:34]=[CH:33][CH:32]=[CH:31][CH:30]=1. The catalyst is C1C=CC([P]([Pd]([P](C2C=CC=CC=2)(C2C=CC=CC=2)C2C=CC=CC=2)([P](C2C=CC=CC=2)(C2C=CC=CC=2)C2C=CC=CC=2)[P](C2C=CC=CC=2)(C2C=CC=CC=2)C2C=CC=CC=2)(C2C=CC=CC=2)C2C=CC=CC=2)=CC=1. The product is [CH3:13][O:12][C:9]1[CH:10]=[C:11]2[C:6](=[CH:7][CH:8]=1)[C:5](=[O:14])[N:4]([C:15]1[CH:20]=[CH:19][C:18]([O:21][CH3:22])=[CH:17][CH:16]=1)[CH:3]=[C:2]2[C:29]1[CH:34]=[CH:33][CH:32]=[CH:31][CH:30]=1. The yield is 0.980. (3) The reactants are C(OC(=O)[CH2:5][O:6][C@H:7]1[CH2:12][CH2:11][C@H:10]([N:13]2[C:18](=[O:19])[C:17]([CH2:20][C:21]3[CH:26]=[CH:25][C:24]([C:27]4[CH:32]=[CH:31][CH:30]=[CH:29][C:28]=4[C:33]#[N:34])=[C:23]([F:35])[CH:22]=3)=[C:16]([CH2:36][CH2:37][CH3:38])[N:15]3[N:39]=[CH:40][CH:41]=[C:14]23)[CH2:9][CH2:8]1)C.[CH3:43][Mg]Br.C([O:49][CH2:50][CH3:51])(=O)C. The catalyst is O1CCCC1. The product is [F:35][C:23]1[CH:22]=[C:21]([CH2:20][C:17]2[C:18](=[O:19])[N:13]([C@H:10]3[CH2:11][CH2:12][C@H:7]([O:6][CH2:5][C:50]([OH:49])([CH3:51])[CH3:43])[CH2:8][CH2:9]3)[C:14]3[N:15]([N:39]=[CH:40][CH:41]=3)[C:16]=2[CH2:36][CH2:37][CH3:38])[CH:26]=[CH:25][C:24]=1[C:27]1[C:28]([C:33]#[N:34])=[CH:29][CH:30]=[CH:31][CH:32]=1. The yield is 0.720. (4) The reactants are [CH3:1][C:2]1([CH3:32])[O:7][C:6](=[O:8])[CH:5]([C:9](=O)[C@@H:10]([NH:22][C:23](=[O:29])[O:24][C:25]([CH3:28])([CH3:27])[CH3:26])[CH2:11][C:12]2[CH:17]=[CH:16][C:15]([C:18]([F:21])([F:20])[F:19])=[CH:14][CH:13]=2)[C:4](=[O:31])[O:3]1.CC(O)=O.[BH4-].[Na+]. The catalyst is C(Cl)Cl. The product is [CH3:1][C:2]1([CH3:32])[O:3][C:4](=[O:31])[CH:5]([CH2:9][C@@H:10]([NH:22][C:23](=[O:29])[O:24][C:25]([CH3:27])([CH3:26])[CH3:28])[CH2:11][C:12]2[CH:13]=[CH:14][C:15]([C:18]([F:20])([F:21])[F:19])=[CH:16][CH:17]=2)[C:6](=[O:8])[O:7]1. The yield is 0.980. (5) The reactants are F[C:2]1[N:7]=[CH:6][C:5]([C:8]2[CH:9]=[C:10]([CH:14]([CH3:31])[C:15]([NH:17][C:18]3[CH:23]=[CH:22][C:21]([C:24]4[CH:29]=[CH:28][N:27]=[C:26]([CH3:30])[CH:25]=4)=[CH:20][CH:19]=3)=[O:16])[CH:11]=[CH:12][CH:13]=2)=[CH:4][CH:3]=1.[CH3:32][NH:33][CH3:34].CO. No catalyst specified. The product is [CH3:32][N:33]([CH3:34])[C:2]1[N:7]=[CH:6][C:5]([C:8]2[CH:9]=[C:10]([CH:14]([CH3:31])[C:15]([NH:17][C:18]3[CH:23]=[CH:22][C:21]([C:24]4[CH:29]=[CH:28][N:27]=[C:26]([CH3:30])[CH:25]=4)=[CH:20][CH:19]=3)=[O:16])[CH:11]=[CH:12][CH:13]=2)=[CH:4][CH:3]=1. The yield is 0.250. (6) The catalyst is BrBr.CC[O-].[Na+].O. The product is [CH3:1][C@@H:2]1[CH2:3][CH2:4][C:5](=[C:6]([CH3:7])[CH3:8])[CH:11]1[C:9]([O:10][CH2:18][CH3:19])=[O:13]. The yield is 0.640. The reactants are [CH3:1][C@H:2]1[CH2:11][C:9](=[O:10])[C:5](=[C:6]([CH3:8])[CH3:7])[CH2:4][CH2:3]1.C([O-])(O)=[O:13].[Na+].Cl.[CH3:18][CH2:19]OCC. (7) The reactants are [Br:1][C:2]1[CH:7]=[CH:6][C:5]([CH2:8][CH2:9][CH2:10]O)=[CH:4][CH:3]=1.[C:12]1(=[O:22])[C:20]2[C:15](=[CH:16][CH:17]=[CH:18][CH:19]=2)[C:14](=[O:21])[NH:13]1.C1(P(C2C=CC=CC=2)C2C=CC=CC=2)C=CC=CC=1.N(C(OC(C)C)=O)=NC(OC(C)C)=O. No catalyst specified. The product is [Br:1][C:2]1[CH:3]=[CH:4][C:5]([CH2:8][CH2:9][CH2:10][N:13]2[C:14](=[O:21])[C:15]3[C:20](=[CH:19][CH:18]=[CH:17][CH:16]=3)[C:12]2=[O:22])=[CH:6][CH:7]=1. The yield is 0.870. (8) The reactants are [Cl:1][C:2]1[CH:3]=[CH:4][C:5]2[N:6]([C:8]([C:11]([C:14]3[CH:15]=[C:16]4[C:20](=[CH:21][CH:22]=3)[N:19]([CH3:23])[N:18]=[CH:17]4)(O)[CH3:12])=[CH:9][N:10]=2)[N:7]=1.II.O[PH2]=O.ClC1C=CC2N(C(CC3C=C4C(=CC=3)N(C)N=C4)=CN=2)N=1. No catalyst specified. The product is [Cl:1][C:2]1[CH:3]=[CH:4][C:5]2[N:6]([C:8]([CH:11]([C:14]3[CH:15]=[C:16]4[C:20](=[CH:21][CH:22]=3)[N:19]([CH3:23])[N:18]=[CH:17]4)[CH3:12])=[CH:9][N:10]=2)[N:7]=1. The yield is 0.910.